Dataset: Reaction yield outcomes from USPTO patents with 853,638 reactions. Task: Predict the reaction yield, written as a fraction of the theoretical maximum amount of product (1.0 means a 100% yield; for example, 0.34 means a 34% yield). (1) The yield is 0.950. The reactants are [Cl:1][C:2]1[N:7]=[CH:6][C:5]([CH2:8][C:9](C)([C:13](O)=O)[C:10]([OH:12])=[O:11])=[CH:4][CH:3]=1.C(=O)=O. No catalyst specified. The product is [Cl:1][C:2]1[N:7]=[CH:6][C:5]([CH2:8][CH:9]([CH3:13])[C:10]([OH:12])=[O:11])=[CH:4][CH:3]=1. (2) The reactants are [CH3:1][O:2][C:3]1[CH:4]=[C:5]2[C:10](=[CH:11][C:12]=1[O:13][CH3:14])[N:9]=[CH:8][CH:7]=[C:6]2[O:15][C:16]1[CH:22]=[CH:21][C:19]([NH2:20])=[CH:18][CH:17]=1.ClC(Cl)(O[C:27](=[O:33])[O:28][C:29](Cl)(Cl)Cl)Cl.[CH3:35][O:36][C:37]1[CH:42]=[CH:41][C:40](CO)=[CH:39][CH:38]=1.C(=O)(O)[O-].[Na+]. The catalyst is C(Cl)Cl.C(N(CC)CC)C.C1(C)C=CC=CC=1. The product is [CH3:1][O:2][C:3]1[CH:4]=[C:5]2[C:10](=[CH:11][C:12]=1[O:13][CH3:14])[N:9]=[CH:8][CH:7]=[C:6]2[O:15][C:16]1[CH:22]=[CH:21][C:19]([NH:20][C:27](=[O:33])[O:28][CH2:29][C:40]2[CH:41]=[CH:42][C:37]([O:36][CH3:35])=[CH:38][CH:39]=2)=[CH:18][CH:17]=1. The yield is 0.830. (3) The product is [CH3:17][C:16]1[O:15][N:14]=[C:13]([C:18]2[CH:23]=[CH:22][CH:21]=[CH:20][N:19]=2)[C:12]=1[CH2:11][O:10][C:7]1[CH:8]=[CH:9][C:4]([C:3]([NH:28][CH2:27][C:26]([F:30])([F:29])[F:25])=[O:24])=[CH:5][N:6]=1. The yield is 0.980. No catalyst specified. The reactants are CO[C:3](=[O:24])[C:4]1[CH:9]=[CH:8][C:7]([O:10][CH2:11][C:12]2[C:13]([C:18]3[CH:23]=[CH:22][CH:21]=[CH:20][N:19]=3)=[N:14][O:15][C:16]=2[CH3:17])=[N:6][CH:5]=1.[F:25][C:26]([F:30])([F:29])[CH2:27][NH2:28]. (4) The reactants are C([O:8][N:9]1[C:15](=[O:16])[N:14]2[CH2:17][C@H:10]1[CH2:11][CH2:12][C@H:13]2[C:18]([NH:20][O:21][CH2:22][CH:23]1[O:28][CH2:27][CH2:26][N:25]([C:29]([O:31][C:32]([CH3:35])([CH3:34])[CH3:33])=[O:30])[CH2:24]1)=[O:19])C1C=CC=CC=1. The catalyst is CO.[Pd]. The product is [OH:8][N:9]1[C:15](=[O:16])[N:14]2[CH2:17][C@H:10]1[CH2:11][CH2:12][C@H:13]2[C:18]([NH:20][O:21][CH2:22][CH:23]1[O:28][CH2:27][CH2:26][N:25]([C:29]([O:31][C:32]([CH3:35])([CH3:34])[CH3:33])=[O:30])[CH2:24]1)=[O:19]. The yield is 1.00.